Predict the product of the given reaction. From a dataset of Forward reaction prediction with 1.9M reactions from USPTO patents (1976-2016). The product is: [Cl:15][C:11]1[CH:12]=[CH:13][N:14]2[C:9]([CH:10]=1)=[C:8]([S:16][C:17]1[CH:18]=[CH:19][C:20]([S:23]([CH3:26])(=[O:24])=[O:25])=[CH:21][CH:22]=1)[C:7]([CH3:27])=[C:6]2[CH2:5][C:4]([OH:28])=[O:3]. Given the reactants C([O:3][C:4](=[O:28])[CH2:5][C:6]1[N:14]2[C:9]([CH:10]=[C:11]([Cl:15])[CH:12]=[CH:13]2)=[C:8]([S:16][C:17]2[CH:22]=[CH:21][C:20]([S:23]([CH3:26])(=[O:25])=[O:24])=[CH:19][CH:18]=2)[C:7]=1[CH3:27])C.C(O)C.O.[OH-].[Li+], predict the reaction product.